Dataset: Forward reaction prediction with 1.9M reactions from USPTO patents (1976-2016). Task: Predict the product of the given reaction. (1) Given the reactants [CH3:1][C:2]1[CH:18]=[CH:17][C:5]([CH2:6][C:7]2[O:11][N:10]=[C:9]([C:12]([O:14]CC)=O)[N:8]=2)=[CH:4][CH:3]=1.Cl.[Cl:20][C:21]1[CH:22]=[C:23]2[C:27](=[CH:28][CH:29]=1)[NH:26][CH:25]=[C:24]2[CH2:30][CH2:31][NH2:32].CN(C(ON1N=NC2C=CC=NC1=2)=[N+](C)C)C.F[P-](F)(F)(F)(F)F.C(N(CC)C(C)C)(C)C, predict the reaction product. The product is: [Cl:20][C:21]1[CH:22]=[C:23]2[C:27](=[CH:28][CH:29]=1)[NH:26][CH:25]=[C:24]2[CH2:30][CH2:31][NH:32][C:12]([C:9]1[N:8]=[C:7]([CH2:6][C:5]2[CH:4]=[CH:3][C:2]([CH3:1])=[CH:18][CH:17]=2)[O:11][N:10]=1)=[O:14]. (2) Given the reactants C([O:8][C:9]1[CH:10]=[CH:11][C:12]([C:25]2[C:26]([N:45]([CH3:50])[S:46]([CH3:49])(=[O:48])=[O:47])=[CH:27][C:28]3[O:32][C:31]([C:33]4[CH:38]=[CH:37][C:36]([F:39])=[CH:35][CH:34]=4)=[C:30]([C:40]([NH:42][CH3:43])=[O:41])[C:29]=3[CH:44]=2)=[N:13][C:14]=1[C:15]1[NH:24][C:18]2=[CH:19][N:20]=[CH:21][C:22]([F:23])=[C:17]2[CH:16]=1)C1C=CC=CC=1, predict the reaction product. The product is: [F:23][C:22]1[CH:21]=[N:20][CH:19]=[C:18]2[NH:24][C:15]([C:14]3[N:13]=[C:12]([C:25]4[C:26]([N:45]([CH3:50])[S:46]([CH3:49])(=[O:47])=[O:48])=[CH:27][C:28]5[O:32][C:31]([C:33]6[CH:38]=[CH:37][C:36]([F:39])=[CH:35][CH:34]=6)=[C:30]([C:40]([NH:42][CH3:43])=[O:41])[C:29]=5[CH:44]=4)[CH:11]=[CH:10][C:9]=3[OH:8])=[CH:16][C:17]=12.